Dataset: Forward reaction prediction with 1.9M reactions from USPTO patents (1976-2016). Task: Predict the product of the given reaction. Given the reactants C(OC(=O)[NH:7][CH2:8][CH2:9][CH:10]([NH:17][C:18]1[CH:23]=[CH:22][CH:21]=[C:20]([C:24]2[N:28]3[CH:29]=[CH:30][N:31]=[C:32]([N:33]4[CH2:38][CH2:37][N:36]([CH3:39])[CH2:35][CH2:34]4)[C:27]3=[N:26][CH:25]=2)[N:19]=1)[C:11]1[CH:16]=[CH:15][CH:14]=[CH:13][CH:12]=1)(C)(C)C, predict the reaction product. The product is: [CH3:39][N:36]1[CH2:35][CH2:34][N:33]([C:32]2[C:27]3[N:28]([C:24]([C:20]4[N:19]=[C:18]([NH:17][CH:10]([C:11]5[CH:16]=[CH:15][CH:14]=[CH:13][CH:12]=5)[CH2:9][CH2:8][NH2:7])[CH:23]=[CH:22][CH:21]=4)=[CH:25][N:26]=3)[CH:29]=[CH:30][N:31]=2)[CH2:38][CH2:37]1.